This data is from Peptide-MHC class I binding affinity with 185,985 pairs from IEDB/IMGT. The task is: Regression. Given a peptide amino acid sequence and an MHC pseudo amino acid sequence, predict their binding affinity value. This is MHC class I binding data. (1) The peptide sequence is TWPDANKVGA. The MHC is Patr-A0901 with pseudo-sequence Patr-A0901. The binding affinity (normalized) is 0.202. (2) The binding affinity (normalized) is 0.0847. The peptide sequence is RPVPHWPKY. The MHC is HLA-A11:01 with pseudo-sequence HLA-A11:01.